From a dataset of Peptide-MHC class II binding affinity with 134,281 pairs from IEDB. Regression. Given a peptide amino acid sequence and an MHC pseudo amino acid sequence, predict their binding affinity value. This is MHC class II binding data. (1) The peptide sequence is SGTNNKTMAVCTNAK. The MHC is DRB1_1602 with pseudo-sequence DRB1_1602. The binding affinity (normalized) is 0.0231. (2) The peptide sequence is NHFFNHHKVMLLGHS. The MHC is DRB1_0401 with pseudo-sequence DRB1_0401. The binding affinity (normalized) is 0.507. (3) The peptide sequence is TDAATHNPWASQKH. The MHC is DRB3_0101 with pseudo-sequence DRB3_0101. The binding affinity (normalized) is 0. (4) The peptide sequence is QRAAEPWRDDQRSRS. The MHC is DRB1_1101 with pseudo-sequence DRB1_1101. The binding affinity (normalized) is 0.0677. (5) The binding affinity (normalized) is 1.00. The MHC is DRB1_1501 with pseudo-sequence DRB1_1501. The peptide sequence is ALSLTFIRSTMSLVM.